Predict the reactants needed to synthesize the given product. From a dataset of Full USPTO retrosynthesis dataset with 1.9M reactions from patents (1976-2016). (1) Given the product [CH2:3]([O:10][C:11]([NH:13]/[C:14](=[CH:27]\[C:29]1[C:34]([NH:35][C:36]([O:37][C:38]([CH3:41])([CH3:39])[CH3:40])=[O:42])=[CH:33][CH:32]=[C:31]([C:43]2[CH:48]=[CH:47][CH:46]=[CH:45][CH:44]=2)[N:30]=1)/[C:15]([O:17][CH3:18])=[O:16])=[O:12])[C:4]1[CH:5]=[CH:6][CH:7]=[CH:8][CH:9]=1, predict the reactants needed to synthesize it. The reactants are: [H-].[Na+].[CH2:3]([O:10][C:11]([NH:13][CH:14](P(OCC)(OCC)=O)[C:15]([O:17][CH3:18])=[O:16])=[O:12])[C:4]1[CH:9]=[CH:8][CH:7]=[CH:6][CH:5]=1.[CH:27]([C:29]1[C:34]([NH:35][C:36](=[O:42])[O:37][C:38]([CH3:41])([CH3:40])[CH3:39])=[CH:33][CH:32]=[C:31]([C:43]2[CH:48]=[CH:47][CH:46]=[CH:45][CH:44]=2)[N:30]=1)=O. (2) Given the product [F:1][C:2]1[CH:3]=[C:4]([CH2:23][NH2:24])[CH:5]=[C:6]([C:8]2[C:9]([O:18][CH2:19][CH2:20][O:21][CH3:22])=[N:10][C:11]([C:14]([F:17])([F:16])[F:15])=[CH:12][CH:13]=2)[CH:7]=1, predict the reactants needed to synthesize it. The reactants are: [F:1][C:2]1[CH:3]=[C:4]([CH2:23][N:24]2C(=O)C3C(=CC=CC=3)C2=O)[CH:5]=[C:6]([C:8]2[C:9]([O:18][CH2:19][CH2:20][O:21][CH3:22])=[N:10][C:11]([C:14]([F:17])([F:16])[F:15])=[CH:12][CH:13]=2)[CH:7]=1.NN.O. (3) Given the product [C:1]([O:5][C:6]([N:8]1[CH2:13][CH:12]=[C:11]([C:14]2[NH:23][C:17]3[N:18]=[CH:19][N:20]=[C:21]([NH:31][C:28]4[CH:29]=[CH:30][C:25]([F:24])=[C:26]([CH:32]5[CH2:33][CH2:34][N:35]([CH3:38])[CH2:36][CH2:37]5)[CH:27]=4)[C:16]=3[CH:15]=2)[CH2:10][CH2:9]1)=[O:7])([CH3:4])([CH3:3])[CH3:2], predict the reactants needed to synthesize it. The reactants are: [C:1]([O:5][C:6]([N:8]1[CH2:13][CH:12]=[C:11]([C:14]2[NH:23][C:17]3[N:18]=[CH:19][N:20]=[C:21](Cl)[C:16]=3[CH:15]=2)[CH2:10][CH2:9]1)=[O:7])([CH3:4])([CH3:3])[CH3:2].[F:24][C:25]1[CH:30]=[CH:29][C:28]([NH2:31])=[CH:27][C:26]=1[CH:32]1[CH2:37][CH2:36][N:35]([CH3:38])[CH2:34][CH2:33]1.FC(F)(F)C(O)=O.C(=O)(O)[O-].[Na+].C(OC(OC(OC(C)(C)C)=O)=O)(C)(C)C. (4) Given the product [F:4][C:5]1[C:10]([F:11])=[CH:9][CH:8]=[CH:7][C:6]=1[C@:12]12[CH2:20][O:19][C@H:18]([CH2:21][OH:22])[C@H:17]1[CH2:16][S:15][C:14]([NH:42][C:43](=[O:50])[C:44]1[CH:45]=[CH:46][CH:47]=[CH:48][CH:49]=1)=[N:13]2, predict the reactants needed to synthesize it. The reactants are: C(O)=O.[F:4][C:5]1[C:10]([F:11])=[CH:9][CH:8]=[CH:7][C:6]=1[C@:12]12[CH2:20][O:19][C@H:18]([CH2:21][O:22]C(C3C=CC=CC=3)(C3C=CC=CC=3)C3C=CC=CC=3)[C@H:17]1[CH2:16][S:15][C:14]([NH:42][C:43](=[O:50])[C:44]1[CH:49]=[CH:48][CH:47]=[CH:46][CH:45]=1)=[N:13]2.C(N(CC)CC)C. (5) Given the product [CH:21]([N:19]1[CH2:20][CH:17]([O:8][C:5]2[CH:6]=[CH:7][C:2]([F:1])=[CH:3][CH:4]=2)[CH2:18]1)([C:28]1[CH:29]=[CH:30][CH:31]=[CH:32][CH:33]=1)[C:22]1[CH:23]=[CH:24][CH:25]=[CH:26][CH:27]=1, predict the reactants needed to synthesize it. The reactants are: [F:1][C:2]1[CH:7]=[CH:6][C:5]([OH:8])=[CH:4][CH:3]=1.C(#N)C.CS(O[CH:17]1[CH2:20][N:19]([CH:21]([C:28]2[CH:33]=[CH:32][CH:31]=[CH:30][CH:29]=2)[C:22]2[CH:27]=[CH:26][CH:25]=[CH:24][CH:23]=2)[CH2:18]1)(=O)=O.